Dataset: NCI-60 drug combinations with 297,098 pairs across 59 cell lines. Task: Regression. Given two drug SMILES strings and cell line genomic features, predict the synergy score measuring deviation from expected non-interaction effect. (1) Cell line: SN12C. Drug 1: CC(C1=C(C=CC(=C1Cl)F)Cl)OC2=C(N=CC(=C2)C3=CN(N=C3)C4CCNCC4)N. Synergy scores: CSS=7.23, Synergy_ZIP=-2.23, Synergy_Bliss=0.610, Synergy_Loewe=-5.03, Synergy_HSA=0.740. Drug 2: CS(=O)(=O)C1=CC(=C(C=C1)C(=O)NC2=CC(=C(C=C2)Cl)C3=CC=CC=N3)Cl. (2) Drug 1: CC1=C(C=C(C=C1)C(=O)NC2=CC(=CC(=C2)C(F)(F)F)N3C=C(N=C3)C)NC4=NC=CC(=N4)C5=CN=CC=C5. Drug 2: C1CN1C2=NC(=NC(=N2)N3CC3)N4CC4. Cell line: OVCAR-4. Synergy scores: CSS=2.06, Synergy_ZIP=-0.371, Synergy_Bliss=0.0559, Synergy_Loewe=-8.58, Synergy_HSA=-7.12. (3) Drug 1: C1CCC(C1)C(CC#N)N2C=C(C=N2)C3=C4C=CNC4=NC=N3. Cell line: PC-3. Drug 2: CC(C)NC(=O)C1=CC=C(C=C1)CNNC.Cl. Synergy scores: CSS=-1.62, Synergy_ZIP=2.10, Synergy_Bliss=1.57, Synergy_Loewe=-1.76, Synergy_HSA=-1.76.